From a dataset of Reaction yield outcomes from USPTO patents with 853,638 reactions. Predict the reaction yield, written as a fraction of the theoretical maximum amount of product (1.0 means a 100% yield; for example, 0.34 means a 34% yield). (1) The reactants are [C:1]([O:4][CH2:5][C@@H:6]1[C@@H:13]2[C@@H:9]([O:10][C:11]([CH3:15])([CH3:14])[O:12]2)[C@H:8]([N:16]2[CH:24]=[N:23][C:22]3[C:17]2=[N:18][CH:19]=[N:20][C:21]=3Cl)[O:7]1)(=[O:3])[CH3:2].[Cl-].[F:27][C:28]1[CH:35]=[CH:34][C:31]([CH2:32][Zn+])=[CH:30][CH:29]=1.[NH4+].[Cl-].C(N(CC([O-])=O)CC(O)=O)CN(CC([O-])=O)CC(O)=O.[Na+].[Na+]. The catalyst is O1CCCC1.[Pd].C1(P(C2C=CC=CC=2)C2C=CC=CC=2)C=CC=CC=1.C1(P(C2C=CC=CC=2)C2C=CC=CC=2)C=CC=CC=1.C1(P(C2C=CC=CC=2)C2C=CC=CC=2)C=CC=CC=1.C1(P(C2C=CC=CC=2)C2C=CC=CC=2)C=CC=CC=1. The product is [C:1]([O:4][CH2:5][C@@H:6]1[C@@H:13]2[C@@H:9]([O:10][C:11]([CH3:15])([CH3:14])[O:12]2)[C@H:8]([N:16]2[CH:24]=[N:23][C:22]3[C:17]2=[N:18][CH:19]=[N:20][C:21]=3[CH2:32][C:31]2[CH:34]=[CH:35][C:28]([F:27])=[CH:29][CH:30]=2)[O:7]1)(=[O:3])[CH3:2]. The yield is 0.730. (2) The reactants are I[C:2]1[CH:7]=[C:6]([O:8][CH3:9])[C:5]([O:10][CH3:11])=[CH:4][C:3]=1[CH2:12][C:13]([N:15]1[CH:20]=[CH:19][C:18](=[O:21])[CH2:17][CH:16]1[C:22]1[CH:27]=[CH:26][CH:25]=[CH:24][CH:23]=1)=[O:14].O.[CH3:29][N:30](C=O)C. The catalyst is [C-]#N.[Zn+2].[C-]#N.C1C=CC([P]([Pd]([P](C2C=CC=CC=2)(C2C=CC=CC=2)C2C=CC=CC=2)([P](C2C=CC=CC=2)(C2C=CC=CC=2)C2C=CC=CC=2)[P](C2C=CC=CC=2)(C2C=CC=CC=2)C2C=CC=CC=2)(C2C=CC=CC=2)C2C=CC=CC=2)=CC=1. The product is [CH3:11][O:10][C:5]1[C:6]([O:8][CH3:9])=[CH:7][C:2]([C:29]#[N:30])=[C:3]([CH2:12][C:13](=[O:14])[N:15]2[CH:20]=[CH:19][C:18](=[O:21])[CH2:17][CH:16]2[C:22]2[CH:27]=[CH:26][CH:25]=[CH:24][CH:23]=2)[CH:4]=1. The yield is 0.203. (3) The reactants are C[O:2][CH:3](OC)[CH2:4][CH2:5][N:6]1[CH:11]=[C:10]([C:12]2[CH:13]=[N:14][C:15]([CH3:18])=[CH:16][CH:17]=2)[C:9](=[O:19])[NH:8][C:7]1=[O:20]. The catalyst is C1COCC1. The product is [CH3:18][C:15]1[N:14]=[CH:13][C:12]([C:10]2[C:9](=[O:19])[NH:8][C:7](=[O:20])[N:6]([CH2:5][CH2:4][CH:3]=[O:2])[CH:11]=2)=[CH:17][CH:16]=1. The yield is 0.450. (4) The reactants are Br[C:2]1[C:11]2[C:6](=[CH:7][CH:8]=[C:9]([OH:12])[CH:10]=2)[C:5](=[O:13])[N:4]([C:14]2[CH:19]=[CH:18][C:17]([OH:20])=[CH:16][CH:15]=2)[CH:3]=1.C(=O)([O-])[O-].[K+].[K+].[F:27][C:28]([F:39])([F:38])[C:29]1[CH:34]=[CH:33][C:32](B(O)O)=[CH:31][CH:30]=1. The catalyst is C1C=CC([P]([Pd]([P](C2C=CC=CC=2)(C2C=CC=CC=2)C2C=CC=CC=2)([P](C2C=CC=CC=2)(C2C=CC=CC=2)C2C=CC=CC=2)[P](C2C=CC=CC=2)(C2C=CC=CC=2)C2C=CC=CC=2)(C2C=CC=CC=2)C2C=CC=CC=2)=CC=1. The product is [OH:12][C:9]1[CH:10]=[C:11]2[C:6](=[CH:7][CH:8]=1)[C:5](=[O:13])[N:4]([C:14]1[CH:19]=[CH:18][C:17]([OH:20])=[CH:16][CH:15]=1)[CH:3]=[C:2]2[C:32]1[CH:33]=[CH:34][C:29]([C:28]([F:39])([F:38])[F:27])=[CH:30][CH:31]=1. The yield is 0.753.